This data is from Full USPTO retrosynthesis dataset with 1.9M reactions from patents (1976-2016). The task is: Predict the reactants needed to synthesize the given product. (1) Given the product [CH3:47][O:48][C:49]([C:51](=[O:52])[NH:46][C:42]1[CH:43]=[CH:44][CH:45]=[C:40]([C:9]2[C:10]3[C:15](=[CH:14][CH:13]=[C:12]([C:16]4[N:20]=[CH:19][N:18]([C:21]([C:28]5[CH:33]=[CH:32][CH:31]=[CH:30][CH:29]=5)([C:22]5[CH:27]=[CH:26][CH:25]=[CH:24][CH:23]=5)[C:34]5[CH:35]=[CH:36][CH:37]=[CH:38][CH:39]=5)[N:17]=4)[CH:11]=3)[N:7]([CH:2]3[CH2:3][CH2:4][CH2:5][CH2:6][O:1]3)[N:8]=2)[CH:41]=1)=[O:50], predict the reactants needed to synthesize it. The reactants are: [O:1]1[CH2:6][CH2:5][CH2:4][CH2:3][CH:2]1[N:7]1[C:15]2[C:10](=[CH:11][C:12]([C:16]3[N:20]=[CH:19][N:18]([C:21]([C:34]4[CH:39]=[CH:38][CH:37]=[CH:36][CH:35]=4)([C:28]4[CH:33]=[CH:32][CH:31]=[CH:30][CH:29]=4)[C:22]4[CH:27]=[CH:26][CH:25]=[CH:24][CH:23]=4)[N:17]=3)=[CH:13][CH:14]=2)[C:9]([C:40]2[CH:41]=[C:42]([NH2:46])[CH:43]=[CH:44][CH:45]=2)=[N:8]1.[CH3:47][O:48][C:49]([C:51](Cl)=[O:52])=[O:50].C(N(CC)CC)C. (2) Given the product [CH3:1][C:2]1[CH:3]=[C:4]([CH:8]=[CH:9][C:10]=1[CH3:11])[C:5]([NH:12][CH2:13][CH:14]([OH:16])[CH3:15])=[O:7], predict the reactants needed to synthesize it. The reactants are: [CH3:1][C:2]1[CH:3]=[C:4]([CH:8]=[CH:9][C:10]=1[CH3:11])[C:5]([OH:7])=O.[NH2:12][CH2:13][CH:14]([OH:16])[CH3:15].ON1C2C=CC=CC=2N=N1.Cl.CN(C)CCCN=C=NCC. (3) Given the product [OH:36][C@@H:35]1[C@@H:31]([OH:30])[CH2:32][N:33]([C:37]([C:39]2[CH:40]=[CH:41][C:42]([C:2]3[CH:3]=[CH:4][C:5]4=[C:6]([CH:29]=3)[N:7]=[C:8]([NH:21][C:22](=[O:28])[O:23][C:24]([CH3:25])([CH3:26])[CH3:27])[CH2:9][C:10]([C:12](=[O:20])[N:13]([CH2:14][CH2:15][CH3:16])[CH2:17][CH2:18][CH3:19])=[CH:11]4)=[CH:43][CH:44]=2)=[O:38])[CH2:34]1, predict the reactants needed to synthesize it. The reactants are: Br[C:2]1[CH:3]=[CH:4][C:5]2=[C:6]([CH:29]=1)[N:7]=[C:8]([NH:21][C:22](=[O:28])[O:23][C:24]([CH3:27])([CH3:26])[CH3:25])[CH2:9][C:10]([C:12](=[O:20])[N:13]([CH2:17][CH2:18][CH3:19])[CH2:14][CH2:15][CH3:16])=[CH:11]2.[OH:30][C@@H:31]1[C@@H:35]([OH:36])[CH2:34][N:33]([C:37]([C:39]2[CH:44]=[CH:43][C:42](B3OC(C)(C)C(C)(C)O3)=[CH:41][CH:40]=2)=[O:38])[CH2:32]1. (4) Given the product [Cl:18][CH2:19][C:20]([N:15]1[CH:9]2[CH2:8][N:7]([CH2:6][C:5]3[CH:16]=[CH:17][C:2]([F:1])=[CH:3][CH:4]=3)[CH2:14][CH:13]1[CH2:12][O:11][CH2:10]2)=[O:21], predict the reactants needed to synthesize it. The reactants are: [F:1][C:2]1[CH:17]=[CH:16][C:5]([CH2:6][N:7]2[CH2:14][CH:13]3[NH:15][CH:9]([CH2:10][O:11][CH2:12]3)[CH2:8]2)=[CH:4][CH:3]=1.[Cl:18][CH2:19][C:20](Cl)=[O:21].C([O-])([O-])=O.[Na+].[Na+].